From a dataset of Drug-target binding data from BindingDB using IC50 measurements. Regression. Given a target protein amino acid sequence and a drug SMILES string, predict the binding affinity score between them. We predict pIC50 (pIC50 = -log10(IC50 in M); higher means more potent). Dataset: bindingdb_ic50. (1) The drug is CC(C)C[C@@H]1NC(=O)CNC(=O)[C@H](CC(C)C)NC(=O)[C@H](CO)NC(=O)[C@H](CCCCN)NC(=O)[C@@H]2CSSC[C@@H](C(=O)N[C@H](C(N)=O)C(C)C)NC(=O)[C@H](C)NC(=O)[C@@H]3CSSC[C@H](NC(=O)[C@H](Cc4ccccc4)NC(=O)[C@H](Cc4cnc[nH]4)NC(=O)[C@H](CC(C)C)NC(=O)[C@H](CC(N)=O)NC(=O)CCSSC[C@H](NC(=O)[C@H](CCCN=C(N)N)NC(=O)CNC(=O)[C@H](CC(C)C)NC1=O)C(=O)N[C@@H](C)C(=O)N1CCC[C@@H]1C(=O)N[C@@H]([C@@H](C)O)C(=O)N[C@@H](Cc1ccc(NCC4CCCCC4)cc1)C(=O)N3)C(=O)N[C@@H](CCC(N)=O)C(=O)N[C@@H](CC(C)C)C(=O)N[C@@H](CCCN=C(N)N)C(=O)N2. The target protein (P19550) has sequence MRVKGIRKNYQHLWRGGTLLLGMLMICSAVEKLWVTVYYGVPVWKEATTTLFCASDAKAYDTEVHNVWATHACVPTDPNPQEIVLENVTENFNMWKNNMVEQMHEDIISLWDQSLKPCVKLTPLCVTLHCTNLKNATNTKSSNWKEMDRGEIKNCSFKVTTSIRNKMQKEYALFYKLDVVPIDNDNTSYKLINCNTSVITQACPKVSFEPIPIHYCAPAGFAILKCNDKKFNGSGPCTNVSTVQCTHGIRPVVSTQLLLNGSLAEEGVVIRSENFTDNAKTIIVQLKESVEINCTRPNNNTRKSITIGPGRAFYATGDIIGDIRQAHCNISGEKWNNTLKQIVTKLQAQFGNKTIVFKQSSGGDPEIVMHSFNCGGEFFYCNSTQLFNSTWNNTIGPNNTNGTITLPCRIKQIINRWQEVGKAMYAPPIRGQIRCSSNITGLLLTRDGGKEISNTTEIFRPGGGDMRDNWRSELYKYKVVKIEPLGVAPTKAKRRVVQRE.... The pIC50 is 9.4. (2) The compound is COC(=O)c1ccc(C(C/C=C/c2ccccc2)(Cc2ccc(C(F)(F)P(=O)(O)O)cc2)n2nnc3ccccc32)cc1. The target protein sequence is MEMEKEFEQIDKSGSWAAIYQDIRHEASDFPCRVAKLPKNKNRNRYRDVSPFDHSRIKLHQEDNDYINASLIKMEEAQRSYILTQGPLPNTCGHFWEMVWEQKSRGVVMLNRLVEKGSLKCAQYWPQKEEKEMIFEDTNLKLTLISEDIKSYYTVRQLELENLTTQETREILHFHYTTWPDFGVPESPASFLNFLFKVRESGSLSPEHGPVVVHCSAGIGRSGTFCLADTCLLLMDKRKDPSSVDIKKVLLEMRKFRMGLIQTADQLRFSYLAVIEGAKFIMGDSSVQDQWKELSHED. The pIC50 is 7.5. (3) The compound is O=C(O)c1ccc(O)c(O)c1O. The target protein (P54300) has sequence MKKALLFSLISMVGFSPASQATQVLNGYWGYQEFLDEFPEQRNLTNALSEAVRAQPVPLSKPTQRPIKISVVYPGQQVSDYWVRNIASFEKRLYKLNINYQLNQVFTRPNADIKQQSLSLMEALKSKSDYLIFTLDTTRHRKFVEHVLDSTNTKLILQNITTPVREWDKHQPFLYVGFDHAEGSRELATEFGKFFPKHTYYSVLYFSEGYISDVRGDTFIHQVNRDNNFELQSAYYTKATKQSGYDAAKASLAKHPDVDFIYACSTDVALGAVDALAELGREDIMINGWGGGSAELDAIQKGDLDITVMRMNDDTGIAMAEAIKWDLEDKPVPTVYSGDFEIVTKADSPERIEALKKRAFRYSDN. The pIC50 is 4.2. (4) The drug is O=C(Nc1ccc(Nc2ccccc2)cc1)N1CCOCC1. The target protein (P03070) has sequence MDKVLNREESLQLMDLLGLERSAWGNIPLMRKAYLKKCKEFHPDKGGDEEKMKKMNTLYKKMEDGVKYAHQPDFGGFWDATEIPTYGTDEWEQWWNAFNEENLFCSEEMPSSDDEATADSQHSTPPKKKRKVEDPKDFPSELLSFLSHAVFSNRTLACFAIYTTKEKAALLYKKIMEKYSVTFISRHNSYNHNILFFLTPHRHRVSAINNYAQKLCTFSFLICKGVNKEYLMYSALTRDPFSVIEESLPGGLKEHDFNPEEAEETKQVSWKLVTEYAMETKCDDVLLLLGMYLEFQYSFEMCLKCIKKEQPSHYKYHEKHYANAAIFADSKNQKTICQQAVDTVLAKKRVDSLQLTREQMLTNRFNDLLDRMDIMFGSTGSADIEEWMAGVAWLHCLLPKMDSVVYDFLKCMVYNIPKKRYWLFKGPIDSGKTTLAAALLELCGGKALNVNLPLDRLNFELGVAIDQFLVVFEDVKGTGGESRDLPSGQGINNLDNLRDY.... The pIC50 is 5.1. (5) The drug is CCc1ccc(C(F)(F)F)cc1-c1c(C(N)=O)cc(-c2ncnc3[nH]ccc23)n1C. The target protein sequence is LPEPSCPQLATLTSQCLTYEPTQRPSFRTILRDLTRLQPHNLADVLTVNPDSPASDPTVFHKRYLKKIRDLGEGHFGKVSLYCYDPTNDGTGEMVAVKALKADCGPQHRSGWKQEIDILRTLYHEHIIKYKGCCEDQGEKSLQLVMEYVPLGSLRDYLPRHSIGLAQLLLFAQQICEGMAYLHAQHYIHRDLAARNVLLDNDRLVKIGDFGLAKAVPEGHEYYRVREDGDSPVFWYAPECLKEYKFYYASDVWSFGVTLYELLTHCDSSQSPPTKFLELIGIAQGQMTVLRLTELLERGERLPRPDKCPCEVYHLMKNCWETEASFRPTFENLIPILKTVHEKYQGQAPSVFSVC. The pIC50 is 7.7. (6) The compound is FC(F)(F)c1ccccc1-c1cc2cn[nH]c2cc1OCC1CC1. The target protein (Q8BLA8) has sequence MKRGLRRILLPEERKEVQGVVYRGVGEDMDCSKESFKVDIEGDMCRLEDFIKNRRKLSKYEDENLCPLHHAAAEGQVELMELIINGSSCEVLNIMDGYGNTPLHCAAEKNQVESVKFLLSQGANPNLRNRNMMSPLHIAVHGMYNEVIKVLTEHKATNINLEGENGNTALMSTCAKDNSEALQILLEKGAKLCKSNKWGDYPVHQAAFSGAKKCMELILAYGEKNGYSRETHINFVNHKKASPLHLAVQSGDLDMIKMCLDNGAHIDMMENAKCMALHFAATQGATDIVKLMISSYTGSSDIVNAVDGNQETLLHRASLFDHHDLAEYLISVGADINSTDSEGRSPLILATASASWNIVNLLLCKGAKVDIKDHLGRNFLHLTVQQPYGLRNLRPEFMQMQHIKELVMDEDNDGCTPLHYACRQGVPVSVNNLLGFNVSIHSKSKDKKSPLHFAASYGRINTCQRLLQDISDTRLLNEGDLHGMTPLHLAAKNGHDKVVQ.... The pIC50 is 7.0. (7) The small molecule is O=C(CCCc1ccc2cccnc2n1)NCc1cc(-c2ccc(F)c(C(F)(F)F)c2)no1. The target protein (Q6IYF9) has sequence MAQNLSCENWLALENILKKYYLSAFYGIEFIVGMLGNFTVVFGYLFCMKNWNSSNVYLFNLSISDLAFLCTLPMLIRSYATGNWTYGDVLCISNRYVLHANLYTSILFLTFISIDRYLLMKFPFREHILQKKEFAILISLAVWVLVTLEVLPMLTFITSTPIEKGDSCVDYASSGNPKYSLIYSLCLTLLGFLIPLSVMCFFYYKMVVFLKKRSQQQATVLSLNKPLRLVVLAVVIFSVLFTPYHIMRNVRIASRLDSWPQGCSQKAIKCLYILTRPLAFLNSAVNPIFYFLVGDHFRDMLFSKLRQYFKSLTSFRL. The pIC50 is 6.9. (8) The small molecule is CC(C)(C)n1ncc(OCc2ccc(-c3ccc(F)cc3)cc2)c(Cl)c1=O. The target protein (P25708) has sequence MLAARRLLGGSLPARVSVRFSGDTTAPKKTSFGSLKDEDRIFTNLYGRHDWRLKGAQSRGDWYKTKEILLKGPDWILGEVKTSGLRGRGGAGFPTGLKWSFMNKPSDGRPKYLVVNADEGEPGTCKDREIIRHDPHKLVEGCLVGGRAMGARAAYIYIRGEFYNEASNLQVAIREAYEAGLIGKNACGSGYDFDVFVVRGAGAYICGEETALIESIEGKQGKPRLKPPFPADVGVFGCPTTVANVETVAVSPTICRRGGAWFASFGRERNSGTKLFNISGHVNNPCTVEEEMSVPLKELIEKHAGGVTGGWDNLLAVIPGGSSTPLIPKSVCETVLMDFDALIQAQTGLGTAAVIVMDRSTDIVKAIARLIEFYKHESCGQCTPCREGVDWMNKVMARFVRGDARPAEIDSLWEISKQIEGHTICALGDGAAWPVQGLIRHFRPELEERMQQFAQQHQARQAAF. The pIC50 is 7.0. (9) The compound is Cc1ccccc1-c1ccnc(S(N)(=O)=O)c1-c1nn[nH]n1. The target protein (P52699) has sequence MSKLSVFFIFLFCSIATAAESLPDLKIEKLDEGVYVHTSFEEVNGWGVVPKHGLVVLVNAEAYLIDTPFTAKDTEKLVTWFVERGYKIKGSISSHFHSDSTGGIEWLNSRSIPTYASELTNELLKKDGKVQATNSFSGVNYWLVKNKIEVFYPGPGHTPDNVVVWLPERKILFGGCFIKPYGLGNLGDANIEAWPKSAKLLKSKYGKAKLVVPSHSEVGDASLLKLTLEQAVKGLNESKKPSKPSN. The pIC50 is 6.4.